This data is from B-cell epitopes from IEDB database with 3,159 antigens for binding position prediction. The task is: Token-level Classification. Given an antigen amino acid sequence, predict which amino acid positions are active epitope sites capable of antibody binding. Output is a list of indices for active positions. Given the antigen sequence: MARTKQTARKSTGGKAPRKQLATKAARKSAPATGGVKKPHRYRPGTVALREIRRYQKSTELLIRKLPFQRLVREIAQDFKTDLRFQSSAVMALQEACEAYLVGLFEDTNLCAIHAKRVTIMPKDIQLARRIRGEA, which amino acid positions are active epitope sites? The epitope positions are: [10, 11, 12, 13, 14, 15, 16, 17, 18, 19, 20, 21, 22, 23, 24, 25, 26, 27]. The amino acids at these positions are: STGGKAPRKQLATKAARK.